Dataset: Full USPTO retrosynthesis dataset with 1.9M reactions from patents (1976-2016). Task: Predict the reactants needed to synthesize the given product. (1) Given the product [C:50]([NH:53][NH:54][C:7](=[O:8])[C:6]1[CH:10]=[C:2]([Cl:1])[C:3]([NH:13][C:14]2[N:19]=[C:18]([NH:20][CH3:21])[C:17]([C:22]([F:24])([F:23])[F:25])=[CH:16][N:15]=2)=[CH:4][C:5]=1[O:11][CH3:12])(=[O:52])[CH3:51], predict the reactants needed to synthesize it. The reactants are: [Cl:1][C:2]1[C:3]([NH:13][C:14]2[N:19]=[C:18]([NH:20][CH3:21])[C:17]([C:22]([F:25])([F:24])[F:23])=[CH:16][N:15]=2)=[CH:4][C:5]([O:11][CH3:12])=[C:6]([CH:10]=1)[C:7](O)=[O:8].CN(C(ON1N=NC2C=CC=NC1=2)=[N+](C)C)C.F[P-](F)(F)(F)(F)F.[C:50]([NH:53][NH2:54])(=[O:52])[CH3:51].CCN(C(C)C)C(C)C. (2) Given the product [NH2:48][C:41]1[C:42]2[C:47](=[CH:46][CH:45]=[CH:44][CH:43]=2)[C:38]([O:37][C:35]2[CH:34]=[CH:33][N:32]=[C:31]([NH:30][C:12]3[CH:13]=[CH:14][C:15]([S:16]([N:17]([CH3:27])[CH2:18][CH2:19][CH2:20][N:21]4[CH2:26][CH2:25][O:24][CH2:23][CH2:22]4)(=[O:29])=[O:28])=[C:10]([O:9][CH3:8])[CH:11]=3)[CH:36]=2)=[CH:39][CH:40]=1, predict the reactants needed to synthesize it. The reactants are: C(O)(C(F)(F)F)=O.[CH3:8][O:9][C:10]1[CH:11]=[C:12]([NH:30][C:31]2[CH:36]=[C:35]([O:37][C:38]3[C:47]4[C:42](=[CH:43][CH:44]=[CH:45][CH:46]=4)[C:41]([NH:48]C(=O)OC(C)(C)C)=[CH:40][CH:39]=3)[CH:34]=[CH:33][N:32]=2)[CH:13]=[CH:14][C:15]=1[S:16](=[O:29])(=[O:28])[N:17]([CH3:27])[CH2:18][CH2:19][CH2:20][N:21]1[CH2:26][CH2:25][O:24][CH2:23][CH2:22]1.